From a dataset of Forward reaction prediction with 1.9M reactions from USPTO patents (1976-2016). Predict the product of the given reaction. Given the reactants [C:1]([O:5][C@@H:6]([C:12]1[C:21]([CH3:22])=[CH:20][C:19]2[C:14](=[CH:15][CH:16]=[C:17]([Cl:23])[CH:18]=2)[C:13]=1[O:24]S(C(F)(F)F)(=O)=O)[C:7]([O:9][CH2:10][CH3:11])=[O:8])([CH3:4])([CH3:3])[CH3:2].[F-].C([N+](CCCC)(CCCC)CCCC)CCC, predict the reaction product. The product is: [C:1]([O:5][C@@H:6]([C:12]1[C:21]([CH3:22])=[CH:20][C:19]2[C:14](=[CH:15][CH:16]=[C:17]([Cl:23])[CH:18]=2)[C:13]=1[OH:24])[C:7]([O:9][CH2:10][CH3:11])=[O:8])([CH3:3])([CH3:2])[CH3:4].